Predict the reactants needed to synthesize the given product. From a dataset of Full USPTO retrosynthesis dataset with 1.9M reactions from patents (1976-2016). (1) The reactants are: [O:1]1[CH2:6][CH2:5][CH:4]([NH2:7])[CH2:3][CH2:2]1.Cl[C:9]1[CH:10]=[C:11]([N:28]([CH:38]2[CH2:40][CH2:39]2)[CH2:29][C:30]2[CH:35]=[CH:34][C:33]([O:36][CH3:37])=[CH:32][CH:31]=2)[C:12]2[N:13]([C:15]([C:18]([NH:20][C:21]3[CH:26]=[CH:25][N:24]=[C:23]([Cl:27])[CH:22]=3)=[O:19])=[CH:16][N:17]=2)[N:14]=1. Given the product [Cl:27][C:23]1[CH:22]=[C:21]([NH:20][C:18]([C:15]2[N:13]3[N:14]=[C:9]([NH:7][CH:4]4[CH2:5][CH2:6][O:1][CH2:2][CH2:3]4)[CH:10]=[C:11]([N:28]([CH:38]4[CH2:39][CH2:40]4)[CH2:29][C:30]4[CH:35]=[CH:34][C:33]([O:36][CH3:37])=[CH:32][CH:31]=4)[C:12]3=[N:17][CH:16]=2)=[O:19])[CH:26]=[CH:25][N:24]=1, predict the reactants needed to synthesize it. (2) Given the product [Cl:1][C:2]1[N:7]=[CH:6][C:5]([CH:8]([OH:14])[CH2:9][N:10]([CH2:11][CH2:12][OH:13])[C:20](=[O:21])[O:19][C:16]([CH3:18])([CH3:17])[CH3:15])=[CH:4][CH:3]=1, predict the reactants needed to synthesize it. The reactants are: [Cl:1][C:2]1[N:7]=[CH:6][C:5]([CH:8]([OH:14])[CH2:9][NH:10][CH2:11][CH2:12][OH:13])=[CH:4][CH:3]=1.[CH3:15][C:16]([O:19][C:20](O[C:20]([O:19][C:16]([CH3:18])([CH3:17])[CH3:15])=[O:21])=[O:21])([CH3:18])[CH3:17].O. (3) Given the product [F:31][C:28]1[CH:29]=[CH:30][C:25]([CH2:24][N:11]2[C:12]3[C:17](=[CH:16][CH:15]=[CH:14][CH:13]=3)[C:18]3[CH2:19][C@@H:20]([C:21]([OH:23])=[O:22])[NH:8][CH2:9][C:10]2=3)=[CH:26][CH:27]=1, predict the reactants needed to synthesize it. The reactants are: C(OC([N:8]1[C@H:20]([C:21]([OH:23])=[O:22])[CH2:19][C:18]2[C:17]3[C:12](=[CH:13][CH:14]=[CH:15][CH:16]=3)[N:11]([CH2:24][C:25]3[CH:30]=[CH:29][C:28]([F:31])=[CH:27][CH:26]=3)[C:10]=2[CH2:9]1)=O)(C)(C)C.Cl.O1CCOCC1.CCN(CC)CC. (4) Given the product [CH2:1]([O:8][C:9]1[CH:10]=[CH:11][C:12]([Br:22])=[C:13]([CH2:15][CH2:16][C:20]#[N:21])[CH:14]=1)[C:2]1[CH:3]=[CH:4][CH:5]=[CH:6][CH:7]=1, predict the reactants needed to synthesize it. The reactants are: [CH2:1]([O:8][C:9]1[CH:10]=[CH:11][C:12]([Br:22])=[C:13]([CH2:15][CH:16]([C:20]#[N:21])C(O)=O)[CH:14]=1)[C:2]1[CH:7]=[CH:6][CH:5]=[CH:4][CH:3]=1.O. (5) Given the product [C:13]([N:9]1[CH2:10][CH2:11][CH2:12][C@@H:7]([O:6][C:5]2[CH:4]=[C:3]([NH:2][C:30]([NH:29][C:32]3[CH:33]=[N:34][CH:35]=[CH:36][CH:37]=3)=[O:31])[CH:18]=[C:17]([F:19])[CH:16]=2)[CH2:8]1)(=[O:15])[CH3:14], predict the reactants needed to synthesize it. The reactants are: Cl.[NH2:2][C:3]1[CH:4]=[C:5]([CH:16]=[C:17]([F:19])[CH:18]=1)[O:6][C@@H:7]1[CH2:12][CH2:11][CH2:10][N:9]([C:13](=[O:15])[CH3:14])[CH2:8]1.CCN(C(C)C)C(C)C.[N:29]([C:32]1[CH:33]=[N:34][CH:35]=[CH:36][CH:37]=1)=[C:30]=[O:31].C(=O)(O)[O-].[Na+]. (6) Given the product [I:1][C:2]1[CH:9]=[CH:8][CH:7]=[C:6]([F:10])[C:3]=1[CH:4]=[N:12][OH:13], predict the reactants needed to synthesize it. The reactants are: [I:1][C:2]1[CH:9]=[CH:8][CH:7]=[C:6]([F:10])[C:3]=1[CH:4]=O.Cl.[NH2:12][OH:13].[OH-].[Na+].Cl.